Dataset: Reaction yield outcomes from USPTO patents with 853,638 reactions. Task: Predict the reaction yield, written as a fraction of the theoretical maximum amount of product (1.0 means a 100% yield; for example, 0.34 means a 34% yield). (1) The reactants are [H-].[H-].[H-].[H-].[Li+].[Al+3].[CH:7]1([CH2:10][N:11]2[CH2:18][CH2:17][C@@:16]3([CH2:21]/[CH:22]=[CH:23]/[C:24](OC)=[O:25])[C@@H:19]([CH3:20])[CH:12]2[CH2:13][C:14]2[CH:31]=[CH:30][C:29]([O:32][CH3:33])=[CH:28][C:15]=23)[CH2:9][CH2:8]1. The catalyst is CCOCC. The product is [CH:7]1([CH2:10][N:11]2[CH2:18][CH2:17][C@@:16]3([CH2:21][CH2:22][CH2:23][CH2:24][OH:25])[C@@H:19]([CH3:20])[CH:12]2[CH2:13][C:14]2[CH:31]=[CH:30][C:29]([O:32][CH3:33])=[CH:28][C:15]=23)[CH2:9][CH2:8]1. The yield is 0.650. (2) The reactants are C([O:3][C:4](=[O:31])[C:5]([CH2:9][NH:10][C:11]1[N:16]=[C:15]([NH:17][C:18]2[N:23]=[CH:22][C:21]3[N:24]=[C:25]([CH3:30])[N:26]([CH:27]([CH3:29])[CH3:28])[C:20]=3[CH:19]=2)[CH:14]=[CH:13][N:12]=1)([CH3:8])[CH2:6][CH3:7])C.O.[OH-].[Li+]. The catalyst is C1COCC1.CO.O. The product is [CH:27]([N:26]1[C:20]2[CH:19]=[C:18]([NH:17][C:15]3[CH:14]=[CH:13][N:12]=[C:11]([NH:10][CH2:9][C:5]([CH3:8])([CH2:6][CH3:7])[C:4]([OH:31])=[O:3])[N:16]=3)[N:23]=[CH:22][C:21]=2[N:24]=[C:25]1[CH3:30])([CH3:28])[CH3:29]. The yield is 0.630. (3) The reactants are [CH3:1][O:2][C:3]1[CH:12]=[C:11]2[C:6]([CH:7]=[CH:8][C:9](=[O:47])[N:10]2[CH2:13][CH:14]([NH:34]S(C2C=CC=CC=2[N+]([O-])=O)(=O)=O)[C@H:15]2[CH2:20][CH2:19][C@H:18]([NH:21][CH2:22][C:23]3[N:24]=[CH:25][C:26]4[O:27][CH2:28][C:29](=[O:33])[NH:30][C:31]=4[N:32]=3)[CH2:17][CH2:16]2)=[N:5][CH:4]=1.C1(S)C=CC=CC=1.C(=O)([O-])[O-].[K+].[K+]. The catalyst is CN(C=O)C. The product is [NH2:34][CH:14]([C@H:15]1[CH2:20][CH2:19][C@H:18]([NH:21][CH2:22][C:23]2[N:24]=[CH:25][C:26]3[O:27][CH2:28][C:29](=[O:33])[NH:30][C:31]=3[N:32]=2)[CH2:17][CH2:16]1)[CH2:13][N:10]1[C:11]2[C:6](=[N:5][CH:4]=[C:3]([O:2][CH3:1])[CH:12]=2)[CH:7]=[CH:8][C:9]1=[O:47]. The yield is 0.340. (4) The reactants are [OH-].[Na+].[C:3]([CH:5]([CH2:10][CH:11]([CH3:13])[CH3:12])[CH2:6][C:7]([OH:9])=[O:8])#[N:4]. The catalyst is O.[Ni]. The product is [CH3:13][CH:11]([CH2:10][C@H:5]([CH2:3][NH2:4])[CH2:6][C:7]([OH:9])=[O:8])[CH3:12]. The yield is 0.711.